From a dataset of Forward reaction prediction with 1.9M reactions from USPTO patents (1976-2016). Predict the product of the given reaction. (1) Given the reactants Cl.Cl.[NH2:3][CH:4]1[C:22](=[O:23])[N:21]2[CH:17]([CH2:18][CH:19]([O:24][C:25]3[C:34]4[C:29](=[CH:30][CH:31]=[CH:32][CH:33]=4)[CH:28]=[CH:27][N:26]=3)[CH2:20]2)[C:16](=[O:35])[NH:15][C:14]2([C:36]([NH:38][S:39]([CH:42]3[CH2:44][CH2:43]3)(=[O:41])=[O:40])=[O:37])[CH:12]([CH2:13]2)[CH:11]=[CH:10][CH2:9][CH2:8][CH2:7][CH2:6][CH2:5]1.CCN(C(C)C)C(C)C.Cl[C:55]([O:57][CH3:58])=[O:56].CO.C(Cl)Cl, predict the reaction product. The product is: [CH3:58][O:57][C:55](=[O:56])[NH:3][CH:4]1[C:22](=[O:23])[N:21]2[CH:17]([CH2:18][CH:19]([O:24][C:25]3[C:34]4[C:29](=[CH:30][CH:31]=[CH:32][CH:33]=4)[CH:28]=[CH:27][N:26]=3)[CH2:20]2)[C:16](=[O:35])[NH:15][C:14]2([C:36]([NH:38][S:39]([CH:42]3[CH2:43][CH2:44]3)(=[O:40])=[O:41])=[O:37])[CH:12]([CH2:13]2)[CH:11]=[CH:10][CH2:9][CH2:8][CH2:7][CH2:6][CH2:5]1. (2) Given the reactants [C:1]1([CH:7]([C:11]2[CH:16]=[CH:15][CH:14]=[CH:13][CH:12]=2)[C:8](Cl)=[O:9])[CH:6]=[CH:5][CH:4]=[CH:3][CH:2]=1.[NH2:17][CH2:18][CH2:19][CH2:20][N:21]1[CH2:26][CH2:25][CH:24]([C:27]2[CH:28]=[C:29]([NH:33][C:34](=[O:36])[CH3:35])[CH:30]=[CH:31][CH:32]=2)[CH2:23][CH2:22]1, predict the reaction product. The product is: [C:34]([NH:33][C:29]1[CH:28]=[C:27]([CH:24]2[CH2:25][CH2:26][N:21]([CH2:20][CH2:19][CH2:18][NH:17][C:8](=[O:9])[CH:7]([C:11]3[CH:16]=[CH:15][CH:14]=[CH:13][CH:12]=3)[C:1]3[CH:6]=[CH:5][CH:4]=[CH:3][CH:2]=3)[CH2:22][CH2:23]2)[CH:32]=[CH:31][CH:30]=1)(=[O:36])[CH3:35]. (3) Given the reactants [Br:1][C:2]1[CH:3]=[CH:4][C:5]([Cl:11])=[C:6]([CH:10]=1)[C:7](O)=[O:8].S(Cl)(Cl)=O.[OH-].[NH4+:17], predict the reaction product. The product is: [Br:1][C:2]1[CH:3]=[CH:4][C:5]([Cl:11])=[C:6]([CH:10]=1)[C:7]([NH2:17])=[O:8]. (4) Given the reactants [CH3:1][O:2][C:3]1[CH:23]=[CH:22][C:6]([CH2:7][N:8]2[N:12]=[N:11][C:10]([C:13]3[CH:14]=[C:15]([CH:19]=[CH:20][CH:21]=3)[C:16](Cl)=[O:17])=[N:9]2)=[CH:5][CH:4]=1.[H-].[Al+3].[Li+].[H-].[H-].[H-].Cl, predict the reaction product. The product is: [CH3:1][O:2][C:3]1[CH:4]=[CH:5][C:6]([CH2:7][N:8]2[N:12]=[N:11][C:10]([C:13]3[CH:14]=[C:15]([CH2:16][OH:17])[CH:19]=[CH:20][CH:21]=3)=[N:9]2)=[CH:22][CH:23]=1.